This data is from Full USPTO retrosynthesis dataset with 1.9M reactions from patents (1976-2016). The task is: Predict the reactants needed to synthesize the given product. (1) Given the product [CH3:1][C:2]1[N:6]=[C:5]([CH3:7])[N:4]([C:8]2[C:12]([CH3:13])=[N:11][NH:10][C:9]=2[O:14][CH:22]([CH3:34])[C:23]([C:25]2[CH:30]=[CH:29][C:28]([O:31][CH3:32])=[CH:27][C:26]=2[CH3:33])=[O:24])[N:3]=1, predict the reactants needed to synthesize it. The reactants are: [CH3:1][C:2]1[N:6]=[C:5]([CH3:7])[N:4]([C:8]2[C:12]([CH3:13])=[N:11][NH:10][C:9]=2[OH:14])[N:3]=1.C([O-])([O-])=O.[Cs+].[Cs+].Br[CH:22]([CH3:34])[C:23]([C:25]1[CH:30]=[CH:29][C:28]([O:31][CH3:32])=[CH:27][C:26]=1[CH3:33])=[O:24]. (2) Given the product [C:7]([N:5]1[CH:6]=[C:2]([C:29]2[CH:30]=[CH:31][CH:32]=[CH:33][C:28]=2[CH:26]=[O:27])[N:3]=[CH:4]1)([C:20]1[CH:25]=[CH:24][CH:23]=[CH:22][CH:21]=1)([C:14]1[CH:19]=[CH:18][CH:17]=[CH:16][CH:15]=1)[C:8]1[CH:13]=[CH:12][CH:11]=[CH:10][CH:9]=1, predict the reactants needed to synthesize it. The reactants are: I[C:2]1[N:3]=[CH:4][N:5]([C:7]([C:20]2[CH:25]=[CH:24][CH:23]=[CH:22][CH:21]=2)([C:14]2[CH:19]=[CH:18][CH:17]=[CH:16][CH:15]=2)[C:8]2[CH:13]=[CH:12][CH:11]=[CH:10][CH:9]=2)[CH:6]=1.[CH:26]([C:28]1[CH:33]=[CH:32][CH:31]=[CH:30][C:29]=1B(O)O)=[O:27].[O-]P([O-])([O-])=O.[K+].[K+].[K+]. (3) Given the product [C:55]([N:48]1[C:49]2[C:54](=[CH:53][CH:52]=[CH:51][CH:50]=2)[C@H:45]([NH:44][C:36]2[CH:37]=[C:38]([CH:41]=[CH:42][CH:43]=2)[C:39]#[N:40])[C@@H:46]([CH3:61])[C@@H:47]1[CH:58]1[CH2:60][CH2:59]1)(=[O:57])[CH3:56], predict the reactants needed to synthesize it. The reactants are: CN(C1C(C2C(P(C3CCCCC3)C3CCCCC3)=CC=CC=2)=CC=CC=1)C.CC(C)([O-])C.[Na+].Br[C:36]1[CH:37]=[C:38]([CH:41]=[CH:42][CH:43]=1)[C:39]#[N:40].[NH2:44][C@H:45]1[C:54]2[C:49](=[CH:50][CH:51]=[CH:52][CH:53]=2)[N:48]([C:55](=[O:57])[CH3:56])[C@@H:47]([CH:58]2[CH2:60][CH2:59]2)[C@@H:46]1[CH3:61]. (4) Given the product [Br:17][C:18]1[CH:19]=[C:20]([CH:23]=[C:7]2[C:15]3[C:10](=[CH:11][CH:12]=[CH:13][CH:14]=3)[C:9](=[O:16])[O:8]2)[S:21][CH:22]=1, predict the reactants needed to synthesize it. The reactants are: COP([CH:7]1[C:15]2[C:10](=[CH:11][CH:12]=[CH:13][CH:14]=2)[C:9](=[O:16])[O:8]1)(=O)OC.[Br:17][C:18]1[CH:19]=[C:20]([CH:23]=O)[S:21][CH:22]=1. (5) Given the product [NH2:1][C:4]1[CH:5]=[C:6]2[CH:12]=[C:11]([C:13]([O:15][CH3:16])=[O:14])[NH:10][C:7]2=[N:8][CH:9]=1, predict the reactants needed to synthesize it. The reactants are: [N+:1]([C:4]1[CH:5]=[C:6]2[CH:12]=[C:11]([C:13]([O:15][CH3:16])=[O:14])[NH:10][C:7]2=[N:8][CH:9]=1)([O-])=O.[H][H]. (6) Given the product [Cl:46][C:36]1[C:28]2[C:27]3[CH:37]=[CH:23][CH:24]=[CH:25][C:26]=3[S:32][N:31]=[CH:30][C:29]=2[CH:33]=[CH:34][CH:35]=1, predict the reactants needed to synthesize it. The reactants are: C1C2C(=O)NC3C=CC=CC=3SC=2C=CC=1.OCCOCC[C:23]1[CH:24]=[CH:25][C:26]2[S:32][N:31]=[CH:30][C:29]3[CH:33]=[CH:34][CH:35]=[CH:36][C:28]=3[C:27]=2[C:37]=1N1CCCCC1.P(Cl)(Cl)([Cl:46])=O. (7) Given the product [CH2:1]([NH:8][CH2:9][CH:10]([C:18]1[CH:23]=[CH:22][C:21]([Cl:24])=[C:20]([Cl:25])[CH:19]=1)[CH:11]([OH:12])[CH2:15][OH:14])[C:2]1[CH:3]=[CH:4][CH:5]=[CH:6][CH:7]=1, predict the reactants needed to synthesize it. The reactants are: [CH2:1]([NH:8][CH2:9][CH:10]([C:18]1[CH:23]=[CH:22][C:21]([Cl:24])=[C:20]([Cl:25])[CH:19]=1)[CH:11]1[CH2:15][O:14]C(C)(C)[O:12]1)[C:2]1[CH:7]=[CH:6][CH:5]=[CH:4][CH:3]=1.Cl.C(=O)([O-])O.[Na+]. (8) Given the product [N:12]1([CH2:18][CH2:19][CH2:20][O:21][C:22]2[CH:23]=[CH:24][C:25]([CH2:28][C:29]([NH:11][C:10]3[CH:9]=[CH:8][S:7][C:6]=3[C:4]3[N:3]=[CH:2][S:1][CH:5]=3)=[O:30])=[CH:26][CH:27]=2)[CH2:17][CH2:16][CH2:15][CH2:14][CH2:13]1, predict the reactants needed to synthesize it. The reactants are: [S:1]1[CH:5]=[C:4]([C:6]2[S:7][CH:8]=[CH:9][C:10]=2[NH2:11])[N:3]=[CH:2]1.[N:12]1([CH2:18][CH2:19][CH2:20][O:21][C:22]2[CH:27]=[CH:26][C:25]([CH2:28][C:29](O)=[O:30])=[CH:24][CH:23]=2)[CH2:17][CH2:16][CH2:15][CH2:14][CH2:13]1. (9) Given the product [CH3:24][C:23]1[N:12]([C:6]2[C:5]3[C:9](=[CH:10][CH:11]=[C:3]([C:2]([F:1])([F:13])[F:14])[CH:4]=3)[NH:8][N:7]=2)[C:20]([CH3:19])=[CH:21][CH:22]=1, predict the reactants needed to synthesize it. The reactants are: [F:1][C:2]([F:14])([F:13])[C:3]1[CH:4]=[C:5]2[C:9](=[CH:10][CH:11]=1)[NH:8][N:7]=[C:6]2[NH2:12].C(O)(=O)C.[CH3:19][C:20](=O)[CH2:21][CH2:22][C:23](=O)[CH3:24].O.